Task: Predict the reaction yield, written as a fraction of the theoretical maximum amount of product (1.0 means a 100% yield; for example, 0.34 means a 34% yield).. Dataset: Reaction yield outcomes from USPTO patents with 853,638 reactions (1) The reactants are [CH3:1][O:2][C:3]1[CH:4]=[C:5]2[C:10](=[C:11]([NH2:13])[CH:12]=1)[N:9]=[CH:8][CH:7]=[CH:6]2.[F:14][C:15]1[CH:20]=[C:19]([Cl:21])[CH:18]=[CH:17][C:16]=1[S:22](Cl)(=[O:24])=[O:23]. No catalyst specified. The product is [Cl:21][C:19]1[CH:18]=[CH:17][C:16]([S:22]([NH:13][C:11]2[CH:12]=[C:3]([O:2][CH3:1])[CH:4]=[C:5]3[C:10]=2[N:9]=[CH:8][CH:7]=[CH:6]3)(=[O:23])=[O:24])=[C:15]([F:14])[CH:20]=1. The yield is 0.560. (2) The reactants are Cl[C:2]1[C:7]([CH:8]=O)=[C:6]([Cl:10])[N:5]=[CH:4][N:3]=1.[NH2:11][C:12]1[NH:16][N:15]=[CH:14][CH:13]=1.C(N(C(C)C)CC)(C)C. The catalyst is C1COCC1. The product is [Cl:10][C:6]1[N:5]=[CH:4][N:3]=[C:2]2[C:7]=1[CH:8]=[N:11][C:12]1[N:16]2[N:15]=[CH:14][CH:13]=1. The yield is 0.290. (3) The reactants are [NH2:1][C:2]1[N:7]=[CH:6][N:5]=[C:4]2[N:8]([CH2:12][C:13]3[N:14]([CH:25]([CH3:27])[CH3:26])[C:15](=[O:24])[C:16]4[C:21]([CH:22]=3)=[CH:20][CH:19]=[CH:18][C:17]=4[CH3:23])[N:9]=[C:10](I)[C:3]=12.CC1(C)C(C)(C)OB([C:36]2[CH:37]=[C:38]([OH:42])[CH:39]=[CH:40][CH:41]=2)O1.C1C=CC(P(C2C=CC=CC=2)C2C=CC=CC=2)=CC=1.C([O-])([O-])=O.[Na+].[Na+]. The yield is 0.610. The product is [NH2:1][C:2]1[N:7]=[CH:6][N:5]=[C:4]2[N:8]([CH2:12][C:13]3[N:14]([CH:25]([CH3:27])[CH3:26])[C:15](=[O:24])[C:16]4[C:21]([CH:22]=3)=[CH:20][CH:19]=[CH:18][C:17]=4[CH3:23])[N:9]=[C:10]([C:36]3[CH:41]=[CH:40][CH:39]=[C:38]([OH:42])[CH:37]=3)[C:3]=12. The catalyst is CN(C=O)C.C(O)C.O.CC([O-])=O.CC([O-])=O.[Pd+2]. (4) The reactants are C([N:8]1[C:12]([NH:13][C:14]2[CH:19]=[CH:18][C:17]([O:20][CH:21]([CH3:23])[CH3:22])=[CH:16][CH:15]=2)=[CH:11][CH:10]=[N:9]1)C1C=CC=CC=1.C(O)(=O)C.C([O-])=O.[NH4+].C(OCC)(=O)C. The catalyst is C(O)C.[OH-].[Pd+2].[OH-]. The product is [CH3:23][CH:21]([O:20][C:17]1[CH:16]=[CH:15][C:14]([NH:13][C:12]2[NH:8][N:9]=[CH:10][CH:11]=2)=[CH:19][CH:18]=1)[CH3:22]. The yield is 0.660. (5) The reactants are [NH2:1][C@H:2]1[CH2:7][CH2:6][C@H:5]([OH:8])[CH2:4][CH2:3]1.C([O-])([O-])=O.[Cs+].[Cs+].Cl[CH2:16][CH2:17][C:18]1[CH:23]=[CH:22][C:21]([O:24][CH3:25])=[CH:20][CH:19]=1. The catalyst is CN(C=O)C. The product is [CH3:25][O:24][C:21]1[CH:22]=[CH:23][C:18]([CH2:17][CH2:16][NH:1][C@H:2]2[CH2:7][CH2:6][C@H:5]([OH:8])[CH2:4][CH2:3]2)=[CH:19][CH:20]=1. The yield is 0.200. (6) The reactants are [Br:1][C:2]1[CH:10]=[C:6]([C:7]([OH:9])=O)[C:5]([OH:11])=[CH:4][CH:3]=1.[Cl:12][C:13]1[CH:19]=[CH:18][C:16]([NH2:17])=[CH:15][C:14]=1[C:20]([F:23])([F:22])[F:21]. No catalyst specified. The product is [Br:1][C:2]1[CH:3]=[CH:4][C:5]([OH:11])=[C:6]([CH:10]=1)[C:7]([NH:17][C:16]1[CH:18]=[CH:19][C:13]([Cl:12])=[C:14]([C:20]([F:23])([F:21])[F:22])[CH:15]=1)=[O:9]. The yield is 0.374. (7) The reactants are [Cl:1][C:2]1[C:3]([CH2:13][O:14]C2CCCCO2)=[C:4]([C:8]2([OH:12])[CH2:11][CH2:10][CH2:9]2)[CH:5]=[CH:6][CH:7]=1.CC1C=CC(S(O)(=O)=O)=CC=1. The catalyst is CO.C(Cl)Cl. The product is [Cl:1][C:2]1[C:3]([CH2:13][OH:14])=[C:4]([C:8]2([OH:12])[CH2:9][CH2:10][CH2:11]2)[CH:5]=[CH:6][CH:7]=1. The yield is 0.800.